From a dataset of Rat liver microsome stability data. Regression/Classification. Given a drug SMILES string, predict its absorption, distribution, metabolism, or excretion properties. Task type varies by dataset: regression for continuous measurements (e.g., permeability, clearance, half-life) or binary classification for categorical outcomes (e.g., BBB penetration, CYP inhibition). Dataset: rlm. (1) The compound is Cc1cc(CN(C)C)ccc1C(=O)Cn1ncc(OCc2ccc(Br)cn2)cc1=O. The result is 1 (stable in rat liver microsomes). (2) The molecule is NS(=O)(=O)CC(=O)NCCSc1nonc1C(=NO)Nc1cccc(Cl)c1. The result is 0 (unstable in rat liver microsomes). (3) The molecule is C[C@H]1c2c(Cl)c(-c3cccc4cc[nH]c34)cc(F)c2NC(C)(C)[C@@H]1O. The result is 1 (stable in rat liver microsomes). (4) The molecule is O=C(Cc1ccc(Cl)c(Cl)c1)Nc1ccc(S(=O)(=O)Nc2nncs2)cc1. The result is 0 (unstable in rat liver microsomes). (5) The compound is OC(C(c1ccccc1)c1c(-c2ccccc2)[nH]c2ccccc12)C(F)(F)F. The result is 1 (stable in rat liver microsomes). (6) The compound is COC(=O)Nc1ccc2c(c1)sc1cc(S(=O)(=O)N[C@H](C(=O)O)C(C)C)ccc12. The result is 0 (unstable in rat liver microsomes).